From a dataset of Full USPTO retrosynthesis dataset with 1.9M reactions from patents (1976-2016). Predict the reactants needed to synthesize the given product. (1) Given the product [N:1]1([CH2:6][C@@H:7]([O:14][C:15]2[CH:24]=[CH:23][C:22]3[C:21](=[O:25])[CH2:20][CH2:19][CH2:18][C:17]=3[C:16]=2[CH2:26][S:27][C:28]2[CH:29]=[C:30]([CH:34]=[CH:35][CH:36]=2)[C:31]([NH:41][CH2:40][CH2:39][O:38][CH3:37])=[O:33])[C:8]2[CH:13]=[CH:12][CH:11]=[CH:10][CH:9]=2)[CH:5]=[CH:4][N:3]=[CH:2]1, predict the reactants needed to synthesize it. The reactants are: [N:1]1([CH2:6][C@@H:7]([O:14][C:15]2[CH:24]=[CH:23][C:22]3[C:21](=[O:25])[CH2:20][CH2:19][CH2:18][C:17]=3[C:16]=2[CH2:26][S:27][C:28]2[CH:29]=[C:30]([CH:34]=[CH:35][CH:36]=2)[C:31]([OH:33])=O)[C:8]2[CH:13]=[CH:12][CH:11]=[CH:10][CH:9]=2)[CH:5]=[CH:4][N:3]=[CH:2]1.[CH3:37][O:38][CH2:39][CH2:40][NH2:41]. (2) Given the product [OH:13][CH:6]([C:7]1[CH:12]=[CH:11][CH:10]=[CH:9][CH:8]=1)[CH2:2][CH3:3], predict the reactants needed to synthesize it. The reactants are: [Zn](CC)[CH2:2][CH3:3].[CH:6](=[O:13])[C:7]1[CH:12]=[CH:11][CH:10]=[CH:9][CH:8]=1.O. (3) Given the product [OH:82][C@H:20]([C:12]1[CH:11]=[CH:10][C:9]([OH:8])=[C:18]2[C:13]=1[CH:14]=[CH:15][C:16](=[O:19])[NH:17]2)[CH2:21][NH:22][CH2:30][CH2:31][CH2:32][CH2:33][CH2:34][CH2:35][O:36][CH2:37][CH2:38][CH2:39][CH2:40][C:41]1[CH:46]=[CH:45][C:44]([NH:47][C:48]([C:49]2[CH:50]=[C:51]([S:55]([C:58]3[CH:59]=[C:60]4[C:65](=[C:66]([CH3:68])[CH:67]=3)[N:64]=[CH:63][C:62]([C:69]([NH2:70])=[O:71])=[C:61]4[NH:72][C:73]3[CH:78]=[CH:77][CH:76]=[C:75]([O:79][CH3:80])[CH:74]=3)(=[O:56])=[O:57])[CH:52]=[CH:53][CH:54]=2)=[O:81])=[CH:43][CH:42]=1, predict the reactants needed to synthesize it. The reactants are: C(OC([O:8][C:9]1[CH:10]=[CH:11][C:12]([C@@H:20]([O:82][Si](C(C)(C)C)(C)C)[CH2:21][N:22]([CH2:30][CH2:31][CH2:32][CH2:33][CH2:34][CH2:35][O:36][CH2:37][CH2:38][CH2:39][CH2:40][C:41]2[CH:46]=[CH:45][C:44]([NH:47][C:48](=[O:81])[C:49]3[CH:54]=[CH:53][CH:52]=[C:51]([S:55]([C:58]4[CH:59]=[C:60]5[C:65](=[C:66]([CH3:68])[CH:67]=4)[N:64]=[CH:63][C:62]([C:69](=[O:71])[NH2:70])=[C:61]5[NH:72][C:73]4[CH:78]=[CH:77][CH:76]=[C:75]([O:79][CH3:80])[CH:74]=4)(=[O:57])=[O:56])[CH:50]=3)=[CH:43][CH:42]=2)C(=O)OC(C)(C)C)=[C:13]2[C:18]=1[NH:17][C:16](=[O:19])[CH:15]=[CH:14]2)=O)(C)(C)C.FC(F)(F)C(O)=O.